This data is from Forward reaction prediction with 1.9M reactions from USPTO patents (1976-2016). The task is: Predict the product of the given reaction. (1) Given the reactants F[C:2]1C=[CH:7][C:6]([N+:9]([O-:11])=[O:10])=[CH:5][C:3]=1N.[C:12](#[N:16])[CH2:13][C:14]#[N:15].[C:17](=O)([O-])[O-].[K+].[K+].O.[CH3:24][N:25]([CH3:28])C=O, predict the reaction product. The product is: [NH2:15][C:14]1[N:25]([CH2:28][CH3:17])[C:24]2[C:2]([C:13]=1[C:12]#[N:16])=[CH:3][CH:5]=[C:6]([N+:9]([O-:11])=[O:10])[CH:7]=2. (2) Given the reactants Br[C:2]1[C:3]([C@@H:15]([N:17]2[C:25](=[O:26])[C:24]3[C:19](=[CH:20][CH:21]=[CH:22][CH:23]=3)[C:18]2=[O:27])[CH3:16])=[N:4][C:5]2[C:10]([C:11]=1[O:12][CH3:13])=[CH:9][C:8]([F:14])=[CH:7][CH:6]=2.[N:28]1[CH:33]=[CH:32][CH:31]=[C:30](B(O)O)[CH:29]=1.C(=O)([O-])[O-].[K+].[K+].N#N, predict the reaction product. The product is: [F:14][C:8]1[CH:9]=[C:10]2[C:5](=[CH:6][CH:7]=1)[N:4]=[C:3]([C@@H:15]([N:17]1[C:25](=[O:26])[C:24]3[C:19](=[CH:20][CH:21]=[CH:22][CH:23]=3)[C:18]1=[O:27])[CH3:16])[C:2]([C:30]1[CH:29]=[N:28][CH:33]=[CH:32][CH:31]=1)=[C:11]2[O:12][CH3:13]. (3) Given the reactants OS(O)(=O)=O.[CH:6]1[C:11]([C:12]2[CH:13]=[CH:14][C:15]([F:19])=[CH:16][C:17]=2[F:18])=[CH:10][C:9]([C:20]([OH:22])=[O:21])=[C:8]([OH:23])[CH:7]=1.[CH3:24][CH2:25]O, predict the reaction product. The product is: [F:18][C:17]1[CH:16]=[C:15]([F:19])[CH:14]=[CH:13][C:12]=1[C:11]1[CH:6]=[CH:7][C:8]([OH:23])=[C:9]([C:20]([O:22][CH2:24][CH3:25])=[O:21])[CH:10]=1.